Dataset: Full USPTO retrosynthesis dataset with 1.9M reactions from patents (1976-2016). Task: Predict the reactants needed to synthesize the given product. (1) Given the product [CH3:34][N:24]1[C:25]2[CH:30]=[CH:29][CH:28]=[CH:27][C:26]=2[N:22]([CH:19]2[CH2:20][CH2:21][N:16]([C@H:13]3[CH2:14][CH2:15][N:11]([C:9](=[O:10])[CH2:8][CH2:7][N:3]4[CH2:4][CH2:5][CH2:6][C:2]4=[O:1])[CH2:12]3)[CH2:17][CH2:18]2)[C:23]1=[O:31], predict the reactants needed to synthesize it. The reactants are: [O:1]=[C:2]1[CH2:6][CH2:5][CH2:4][N:3]1[CH2:7][CH2:8][C:9]([N:11]1[CH2:15][CH2:14][C@H:13]([N:16]2[CH2:21][CH2:20][CH:19]([N:22]3[C:26]4[CH:27]=[CH:28][CH:29]=[CH:30][C:25]=4[NH:24][C:23]3=[O:31])[CH2:18][CH2:17]2)[CH2:12]1)=[O:10].[H-].[Na+].[CH3:34]I. (2) The reactants are: C1C=CC=CC=1.CCN(CCO[C:15]1[CH:16]=[CH:17][C:18]([CH2:21][C:22]2[CH:23]=[CH:24][CH:25]=[CH:26][CH:27]=2)=C[CH:20]=1)CC.Cl.CCCCCCCCCCCC.[O-]P([O-])([O-])=O.[K+].[K+].[K+].C1(I)C=CC=CC=1. Given the product [C:22]1([C:21]2[CH:20]=[CH:15][CH:16]=[CH:17][CH:18]=2)[CH:27]=[CH:26][CH:25]=[CH:24][CH:23]=1, predict the reactants needed to synthesize it. (3) Given the product [CH3:13][C@@H:14]([C@@H:29]1[C@@:33]2([CH3:49])[CH2:34][CH2:35][CH2:36]/[C:37](=[CH:38]\[CH:39]=[C:40]3/[CH2:41][C@@H:42]([OH:48])[CH2:43][C@H:44]([OH:47])[C:45]/3=[CH2:46])/[C@@H:32]2[CH2:31][CH2:30]1)[CH2:15][C:16]([CH2:17][C:18]([OH:27])([C:23]([F:24])([F:25])[F:26])[C:19]([F:22])([F:21])[F:20])=[O:28], predict the reactants needed to synthesize it. The reactants are: N(C(OC(C)(C)C)=O)CC(O)=O.[CH3:13][C@@H:14]([C@@H:29]1[C@@:33]2([CH3:49])[CH2:34][CH2:35][CH2:36]/[C:37](=[CH:38]\[CH:39]=[C:40]3/[CH2:41][C@@H:42]([OH:48])[CH2:43][C@H:44]([OH:47])[C:45]/3=[CH2:46])/[C@@H:32]2[CH2:31][CH2:30]1)[CH2:15][C@H:16]([OH:28])[CH2:17][C:18]([OH:27])([C:23]([F:26])([F:25])[F:24])[C:19]([F:22])([F:21])[F:20].CN(C(ON1N=NC2C=CC=CC1=2)=[N+](C)C)C.[B-](F)(F)(F)F. (4) Given the product [NH2:21][C:4]1[CH:3]=[C:2]([Br:1])[C:11]([O:12][C:13]2[CH:18]=[CH:17][C:16]([F:19])=[CH:15][C:14]=2[F:20])=[CH:10][C:5]=1[C:6]([O:8][CH3:9])=[O:7], predict the reactants needed to synthesize it. The reactants are: [Br:1][C:2]1[C:11]([O:12][C:13]2[CH:18]=[CH:17][C:16]([F:19])=[CH:15][C:14]=2[F:20])=[CH:10][C:5]([C:6]([O:8][CH3:9])=[O:7])=[C:4]([N+:21]([O-])=O)[CH:3]=1.Cl.N.C(O)C.O1CCCC1.